From a dataset of Peptide-MHC class II binding affinity with 134,281 pairs from IEDB. Regression. Given a peptide amino acid sequence and an MHC pseudo amino acid sequence, predict their binding affinity value. This is MHC class II binding data. (1) The peptide sequence is ALSRVQSMFLGTGGS. The MHC is HLA-DQA10102-DQB10502 with pseudo-sequence HLA-DQA10102-DQB10502. The binding affinity (normalized) is 0.0654. (2) The peptide sequence is INSMKTSFSSRLLIN. The MHC is DRB3_0101 with pseudo-sequence DRB3_0101. The binding affinity (normalized) is 0.505. (3) The peptide sequence is DKLTGPFTVRYTTEG. The MHC is HLA-DQA10501-DQB10201 with pseudo-sequence HLA-DQA10501-DQB10201. The binding affinity (normalized) is 0.192. (4) The binding affinity (normalized) is 0.0372. The peptide sequence is SGSEAYQGVQQKWDA. The MHC is DRB1_1101 with pseudo-sequence DRB1_1101. (5) The MHC is HLA-DPA10201-DPB10501 with pseudo-sequence HLA-DPA10201-DPB10501. The peptide sequence is PSMGRDIKVQFQSGG. The binding affinity (normalized) is 0.277. (6) The peptide sequence is GVTYEIDLTNKN. The MHC is DRB1_0701 with pseudo-sequence DRB1_0701. The binding affinity (normalized) is 0.